Dataset: Forward reaction prediction with 1.9M reactions from USPTO patents (1976-2016). Task: Predict the product of the given reaction. (1) Given the reactants [Br:1][C:2]1[CH:7]=[C:6]([F:8])[CH:5]=[C:4](/[CH:9]=[CH:10]/[CH3:11])[C:3]=1[OH:12].O[CH:14]([CH:27]=[CH2:28])[CH2:15][O:16][S:17]([C:20]1[CH:25]=[CH:24][C:23]([CH3:26])=[CH:22][CH:21]=1)(=[O:19])=[O:18].C1(P(C2C=CC=CC=2)C2C=CC=CC=2)C=CC=CC=1.N(C(OCC)=O)=NC(OCC)=O, predict the reaction product. The product is: [CH3:26][C:23]1[CH:24]=[CH:25][C:20]([S:17]([O:16][CH2:15][CH:14]([O:12][C:3]2[C:4](/[CH:9]=[CH:10]/[CH3:11])=[CH:5][C:6]([F:8])=[CH:7][C:2]=2[Br:1])[CH:27]=[CH2:28])(=[O:19])=[O:18])=[CH:21][CH:22]=1. (2) Given the reactants [NH2:1][C@H:2]1[CH2:7][CH2:6][C@H:5]([NH:8][C:9]2[CH:10]=[C:11]([N:28]([CH:38]3[CH2:40][CH2:39]3)[CH2:29][C:30]3[CH:35]=[CH:34][C:33]([O:36][CH3:37])=[CH:32][CH:31]=3)[C:12]3[N:13]([C:15]([C:18]([NH:20][C:21]4[CH:26]=[CH:25][N:24]=[CH:23][C:22]=4[F:27])=[O:19])=[CH:16][N:17]=3)[N:14]=2)[CH2:4][CH2:3]1.[C:41](O[C:41]([O:43][C:44]([CH3:47])([CH3:46])[CH3:45])=[O:42])([O:43][C:44]([CH3:47])([CH3:46])[CH3:45])=[O:42].C(N(CC)CC)C, predict the reaction product. The product is: [CH:38]1([N:28]([CH2:29][C:30]2[CH:31]=[CH:32][C:33]([O:36][CH3:37])=[CH:34][CH:35]=2)[C:11]2[C:12]3[N:13]([C:15]([C:18](=[O:19])[NH:20][C:21]4[CH:26]=[CH:25][N:24]=[CH:23][C:22]=4[F:27])=[CH:16][N:17]=3)[N:14]=[C:9]([NH:8][C@H:5]3[CH2:4][CH2:3][C@H:2]([NH:1][C:41](=[O:42])[O:43][C:44]([CH3:47])([CH3:46])[CH3:45])[CH2:7][CH2:6]3)[CH:10]=2)[CH2:39][CH2:40]1. (3) Given the reactants [Br:1]N1C(=O)CCC1=O.[CH3:9][C@H:10]([O:15][C:16]1[N:24]=[C:23]2[C:19]([N:20]=[CH:21][N:22]2[CH:25]2[CH2:30][CH2:29][CH2:28][CH2:27][O:26]2)=[C:18]([NH2:31])[N:17]=1)[CH2:11][CH2:12][CH2:13][CH3:14].O, predict the reaction product. The product is: [Br:1][C:21]1[N:22]([CH:25]2[CH2:30][CH2:29][CH2:28][CH2:27][O:26]2)[C:23]2[C:19]([N:20]=1)=[C:18]([NH2:31])[N:17]=[C:16]([O:15][C@@H:10]([CH3:9])[CH2:11][CH2:12][CH2:13][CH3:14])[N:24]=2. (4) Given the reactants [Cl:1][C:2]1[CH:10]=[C:9]2[C:5]([C:6]([NH:11][C:12]([NH:14][C:15](=[O:24])[C:16]3[CH:21]=[CH:20][C:19]([F:22])=[C:18]([F:23])[CH:17]=3)=S)=[N:7][NH:8]2)=[CH:4][CH:3]=1.CN(C)CCCN=C=[N:32][CH2:33][CH3:34].C(#N)C.[O:39]1[CH2:43]CC[CH2:40]1, predict the reaction product. The product is: [Cl:1][C:2]1[CH:10]=[C:9]2[C:5]([C:6]([NH:11][C:12]([NH:32][C@@H:33]([CH3:34])[CH2:40][O:39][CH3:43])=[N:14][C:15](=[O:24])[C:16]3[CH:21]=[CH:20][C:19]([F:22])=[C:18]([F:23])[CH:17]=3)=[N:7][NH:8]2)=[CH:4][CH:3]=1. (5) Given the reactants [C:1]([O:5][C:6](=[O:17])[NH:7][C@H:8]([C:10]1[CH:15]=[CH:14][C:13](Br)=[CH:12][CH:11]=1)[CH3:9])([CH3:4])([CH3:3])[CH3:2].C([Li])CCC.[CH2:23]([O:30][C:31](=[O:41])[N:32]([CH2:34][C:35](N(OC)C)=[O:36])[CH3:33])[C:24]1[CH:29]=[CH:28][CH:27]=[CH:26][CH:25]=1.C(=O)([O-])O.[Na+], predict the reaction product. The product is: [CH2:23]([O:30][C:31](=[O:41])[N:32]([CH2:34][C:35]([C:13]1[CH:14]=[CH:15][C:10]([C@@H:8]([NH:7][C:6]([O:5][C:1]([CH3:4])([CH3:3])[CH3:2])=[O:17])[CH3:9])=[CH:11][CH:12]=1)=[O:36])[CH3:33])[C:24]1[CH:29]=[CH:28][CH:27]=[CH:26][CH:25]=1. (6) Given the reactants [CH3:1][C@H:2]1[O:7][C@@H:6]([CH3:8])[CH2:5][N:4]([C:9]2[C:14]([CH2:15][OH:16])=[CH:13][C:12]([C:17](=[O:19])[CH3:18])=[C:11]([F:20])[C:10]=2[F:21])[CH2:3]1.C[N+]1([O-])CCOCC1, predict the reaction product. The product is: [C:17]([C:12]1[C:11]([F:20])=[C:10]([F:21])[C:9]([N:4]2[CH2:3][C@H:2]([CH3:1])[O:7][C@H:6]([CH3:8])[CH2:5]2)=[C:14]([CH:13]=1)[CH:15]=[O:16])(=[O:19])[CH3:18]. (7) Given the reactants COC(C1C=C(NS(C2C=CC(C)=CC=2)(=O)=O)C2C(=C(OCC3C=CC=CC=3)C=CC=2)N=1)=O.[CH3:34][O:35][C:36]([C:38]1[CH:47]=[C:46]([C:48]#[C:49][C:50]2[CH:55]=[CH:54][CH:53]=[CH:52][CH:51]=2)[C:45]2[C:40](=[C:41]([NH2:56])[CH:42]=[CH:43][CH:44]=2)[N:39]=1)=[O:37], predict the reaction product. The product is: [CH3:34][O:35][C:36]([C:38]1[CH:47]=[C:46]([CH2:48][CH2:49][C:50]2[CH:55]=[CH:54][CH:53]=[CH:52][CH:51]=2)[C:45]2[C:40](=[C:41]([NH2:56])[CH:42]=[CH:43][CH:44]=2)[N:39]=1)=[O:37].